From a dataset of hERG Central: cardiac toxicity at 1µM, 10µM, and general inhibition. Predict hERG channel inhibition at various concentrations. Results: hERG_inhib (hERG inhibition (general)): blocker. The molecule is COc1ccccc1S(=O)Cc1ccc(C(=O)NCCc2ccc(Cl)cc2)o1.